From a dataset of NCI-60 drug combinations with 297,098 pairs across 59 cell lines. Regression. Given two drug SMILES strings and cell line genomic features, predict the synergy score measuring deviation from expected non-interaction effect. (1) Drug 2: CC1C(C(CC(O1)OC2CC(CC3=C2C(=C4C(=C3O)C(=O)C5=CC=CC=C5C4=O)O)(C(=O)C)O)N)O. Drug 1: COC1=C(C=C2C(=C1)N=CN=C2NC3=CC(=C(C=C3)F)Cl)OCCCN4CCOCC4. Cell line: NCI-H460. Synergy scores: CSS=42.0, Synergy_ZIP=2.68, Synergy_Bliss=1.73, Synergy_Loewe=-14.2, Synergy_HSA=2.91. (2) Drug 1: CC12CCC(CC1=CCC3C2CCC4(C3CC=C4C5=CN=CC=C5)C)O. Drug 2: C1C(C(OC1N2C=NC3=C(N=C(N=C32)Cl)N)CO)O. Cell line: OVCAR-4. Synergy scores: CSS=7.46, Synergy_ZIP=-1.98, Synergy_Bliss=-0.154, Synergy_Loewe=-2.13, Synergy_HSA=-2.59. (3) Drug 1: C1=CC(=CC=C1CC(C(=O)O)N)N(CCCl)CCCl.Cl. Drug 2: C1CN(CCN1C(=O)CCBr)C(=O)CCBr. Cell line: HOP-92. Synergy scores: CSS=36.9, Synergy_ZIP=-5.05, Synergy_Bliss=5.70, Synergy_Loewe=5.55, Synergy_HSA=6.35. (4) Drug 1: C1CCC(C1)C(CC#N)N2C=C(C=N2)C3=C4C=CNC4=NC=N3. Drug 2: C1=CC(=CC=C1C#N)C(C2=CC=C(C=C2)C#N)N3C=NC=N3. Cell line: NCI-H522. Synergy scores: CSS=11.7, Synergy_ZIP=-3.60, Synergy_Bliss=3.04, Synergy_Loewe=0.893, Synergy_HSA=3.61. (5) Drug 1: CCC1=C2CN3C(=CC4=C(C3=O)COC(=O)C4(CC)O)C2=NC5=C1C=C(C=C5)O. Drug 2: CC1=C(C(=CC=C1)Cl)NC(=O)C2=CN=C(S2)NC3=CC(=NC(=N3)C)N4CCN(CC4)CCO. Cell line: SNB-19. Synergy scores: CSS=32.9, Synergy_ZIP=-2.29, Synergy_Bliss=-3.49, Synergy_Loewe=-32.3, Synergy_HSA=-2.00.